Dataset: Forward reaction prediction with 1.9M reactions from USPTO patents (1976-2016). Task: Predict the product of the given reaction. (1) Given the reactants [CH3:1][O:2][C:3]1[CH:4]=[C:5]2[C:10](=[CH:11][C:12]=1[O:13][CH3:14])[N:9]=[CH:8][CH:7]=[C:6]2[O:15][C:16]1[CH:22]=[CH:21][C:19]([NH2:20])=[CH:18][CH:17]=1.ClC(Cl)(O[C:27](=[O:33])[O:28][C:29](Cl)(Cl)Cl)Cl.[F:35][C:36]1[CH:46]=[CH:45][CH:44]=[CH:43][C:37]=1[O:38][CH2:39][CH2:40]CO, predict the reaction product. The product is: [CH3:1][O:2][C:3]1[CH:4]=[C:5]2[C:10](=[CH:11][C:12]=1[O:13][CH3:14])[N:9]=[CH:8][CH:7]=[C:6]2[O:15][C:16]1[CH:22]=[CH:21][C:19]([NH:20][C:27](=[O:33])[O:28][CH2:29][CH2:40][CH2:39][O:38][C:37]2[CH:43]=[CH:44][CH:45]=[CH:46][C:36]=2[F:35])=[CH:18][CH:17]=1. (2) Given the reactants [CH:1]1[C:10]2[CH:11]3[CH2:17][CH2:16][N:15](C(OC(C)(C)C)=O)[CH2:14][CH2:13][CH:12]3[N:8]3[C:9]=2[C:4]([CH2:5][CH2:6][CH2:7]3)=[CH:3][CH:2]=1.C(O)(C(F)(F)F)=O, predict the reaction product. The product is: [CH:1]1[C:10]2[CH:11]3[CH2:17][CH2:16][NH:15][CH2:14][CH2:13][CH:12]3[N:8]3[C:9]=2[C:4]([CH2:5][CH2:6][CH2:7]3)=[CH:3][CH:2]=1. (3) Given the reactants Cl[C:2]1[C:11]2[C:6](=[CH:7][CH:8]=[CH:9][CH:10]=2)[CH:5]=[C:4]([NH:12][C:13]2[CH:17]=[CH:16][NH:15][N:14]=2)[N:3]=1.[CH2:18]([O:20][CH2:21][CH2:22][O:23][CH2:24][CH2:25][OH:26])[CH3:19], predict the reaction product. The product is: [CH2:18]([O:20][CH2:21][CH2:22][O:23][CH2:24][CH2:25][O:26][C:2]1[C:11]2[C:6](=[CH:7][CH:8]=[CH:9][CH:10]=2)[CH:5]=[C:4]([NH:12][C:13]2[CH:17]=[CH:16][NH:15][N:14]=2)[N:3]=1)[CH3:19]. (4) Given the reactants CC[N:3]([CH:7]([CH3:9])[CH3:8])[CH:4]([CH3:6])[CH3:5].C1C=CC2N(O)N=N[C:14]=2[CH:15]=1.CCN=C=N[CH2:25][CH2:26][CH2:27]N(C)C.[ClH:31].Cl.[NH2:33][CH2:34][C:35]1([OH:41])[CH2:40][CH2:39][CH2:38][CH2:37][CH2:36]1.CCO[C:45]([CH3:47])=[O:46], predict the reaction product. The product is: [Cl:31][C:15]1[CH:14]=[CH:8][C:7]([NH:3][C:4]2[CH:5]=[CH:25][CH:26]=[CH:27][CH:6]=2)=[CH:9][C:47]=1[C:45]([NH:33][CH2:34][C:35]1([OH:41])[CH2:40][CH2:39][CH2:38][CH2:37][CH2:36]1)=[O:46]. (5) Given the reactants [CH3:1][O:2][C:3]1[CH:4]=[C:5]([C:11]2[C@@H:20]3[C@@H:15]([CH2:16][CH2:17][CH2:18][CH2:19]3)[C:14](=[O:21])[N:13]([CH:22]3[CH2:27][CH2:26][N:25]([C:28](=[O:46])[C@H:29]([NH:38]C(=O)OC(C)(C)C)[CH2:30][CH2:31][C:32]4[CH:37]=[CH:36][CH:35]=[CH:34][CH:33]=4)[CH2:24][CH2:23]3)[N:12]=2)[CH:6]=[CH:7][C:8]=1[O:9][CH3:10].[ClH:47].C(OCC)C, predict the reaction product. The product is: [ClH:47].[NH2:38][C@H:29]([CH2:30][CH2:31][C:32]1[CH:33]=[CH:34][CH:35]=[CH:36][CH:37]=1)[C:28]([N:25]1[CH2:24][CH2:23][CH:22]([N:13]2[N:12]=[C:11]([C:5]3[CH:6]=[CH:7][C:8]([O:9][CH3:10])=[C:3]([O:2][CH3:1])[CH:4]=3)[C@@H:20]3[C@@H:15]([CH2:16][CH2:17][CH2:18][CH2:19]3)[C:14]2=[O:21])[CH2:27][CH2:26]1)=[O:46].